Dataset: Peptide-MHC class I binding affinity with 185,985 pairs from IEDB/IMGT. Task: Regression. Given a peptide amino acid sequence and an MHC pseudo amino acid sequence, predict their binding affinity value. This is MHC class I binding data. (1) The peptide sequence is WVPLTNNYM. The MHC is Mamu-A11 with pseudo-sequence Mamu-A11. The binding affinity (normalized) is 0. (2) The peptide sequence is AGPFGMSRIL. The MHC is H-2-Dd with pseudo-sequence H-2-Dd. The binding affinity (normalized) is 0.123. (3) The peptide sequence is LTMVAGAVW. The MHC is HLA-B14:02 with pseudo-sequence HLA-B14:02. The binding affinity (normalized) is 0.213.